Dataset: Forward reaction prediction with 1.9M reactions from USPTO patents (1976-2016). Task: Predict the product of the given reaction. (1) The product is: [NH2:1][C:2]1[N:7]=[CH:6][N:5]=[C:4]2[N:8]([C:13]([CH3:16])([CH3:15])[CH3:14])[N:9]=[C:10]([C:11]([OH:18])=[O:12])[C:3]=12. Given the reactants [NH2:1][C:2]1[N:7]=[CH:6][N:5]=[C:4]2[N:8]([C:13]([CH3:16])([CH3:15])[CH3:14])[N:9]=[C:10]([CH:11]=[O:12])[C:3]=12.[Mn]([O-])(=O)(=O)=[O:18].[K+].C(O)(=O)C, predict the reaction product. (2) Given the reactants [F:1][C:2]1[CH:3]=[C:4]([CH:7]=[CH:8][C:9]=1[C:10]1[S:11][C:12]2[C:17]([N:18]=1)=[CH:16][CH:15]=[C:14]([C:19]1([C:22]3[CH:27]=[CH:26][CH:25]=[CH:24][CH:23]=3)[CH2:21][CH2:20]1)[N:13]=2)[CH:5]=O.C(O)(=O)C.[OH:32][C:33]1([C:37]([O:39][CH3:40])=[O:38])[CH2:36][NH:35][CH2:34]1, predict the reaction product. The product is: [F:1][C:2]1[CH:3]=[C:4]([CH2:5][N:35]2[CH2:36][C:33]([OH:32])([C:37]([O:39][CH3:40])=[O:38])[CH2:34]2)[CH:7]=[CH:8][C:9]=1[C:10]1[S:11][C:12]2[C:17]([N:18]=1)=[CH:16][CH:15]=[C:14]([C:19]1([C:22]3[CH:23]=[CH:24][CH:25]=[CH:26][CH:27]=3)[CH2:20][CH2:21]1)[N:13]=2. (3) Given the reactants C(N(C(C)C)CC)(C)C.[F:10][C:11]1[CH:12]=[C:13]([CH:15]=[CH:16][C:17]=1[F:18])[NH2:14].[O:19]=[C:20]1[C:24]([C:25]2[CH:30]=[CH:29][C:28]([C:31]([F:34])([F:33])[F:32])=[CH:27][CH:26]=2)=[N:23][C:22]2([CH2:38][CH2:37][CH2:36][CH2:35]2)[N:21]1[CH2:39][C:40](O)=[O:41].CN(C(ON1N=NC2C=CC=NC1=2)=[N+](C)C)C.F[P-](F)(F)(F)(F)F, predict the reaction product. The product is: [F:10][C:11]1[CH:12]=[C:13]([NH:14][C:40](=[O:41])[CH2:39][N:21]2[C:22]3([CH2:35][CH2:36][CH2:37][CH2:38]3)[N:23]=[C:24]([C:25]3[CH:30]=[CH:29][C:28]([C:31]([F:32])([F:33])[F:34])=[CH:27][CH:26]=3)[C:20]2=[O:19])[CH:15]=[CH:16][C:17]=1[F:18]. (4) Given the reactants [OH:1][C@H:2]1[CH2:7][CH2:6][CH2:5][C@@H:4]([NH:8][C:9]2[C:14]([C:15]([O:17]CC)=[O:16])=[CH:13][N:12]=[C:11]([S:20][CH3:21])[N:10]=2)[CH2:3]1.[OH-].[Na+].C(O)(=O)CC(CC(O)=O)(C(O)=O)O, predict the reaction product. The product is: [OH:1][C@H:2]1[CH2:7][CH2:6][CH2:5][C@@H:4]([NH:8][C:9]2[C:14]([C:15]([OH:17])=[O:16])=[CH:13][N:12]=[C:11]([S:20][CH3:21])[N:10]=2)[CH2:3]1.